From a dataset of Catalyst prediction with 721,799 reactions and 888 catalyst types from USPTO. Predict which catalyst facilitates the given reaction. (1) Reactant: [F:1][C:2]1[N:7]=[C:6]([F:8])[C:5]([F:9])=[C:4](F)[C:3]=1[F:11].[NH2:12][NH2:13]. Product: [F:1][C:2]1[C:3]([F:11])=[C:4]([NH:12][NH2:13])[C:5]([F:9])=[C:6]([F:8])[N:7]=1. The catalyst class is: 4. (2) Reactant: [Cl:1][C:2]1[N:3]=[C:4]([C:9]([NH:11][C@H:12]2[CH2:17][CH2:16][N:15]([C:18]3[O:19][C:20]4[C:26]([C:27]([O:29]C)=[O:28])=[CH:25][CH:24]=[CH:23][C:21]=4[N:22]=3)[CH2:14][C@H:13]2[O:31][CH3:32])=[O:10])[NH:5][C:6]=1[CH2:7][CH3:8].[OH-].[Li+]. Product: [Cl:1][C:2]1[N:3]=[C:4]([C:9]([NH:11][C@H:12]2[CH2:17][CH2:16][N:15]([C:18]3[O:19][C:20]4[C:26]([C:27]([OH:29])=[O:28])=[CH:25][CH:24]=[CH:23][C:21]=4[N:22]=3)[CH2:14][C@H:13]2[O:31][CH3:32])=[O:10])[NH:5][C:6]=1[CH2:7][CH3:8]. The catalyst class is: 92.